This data is from Full USPTO retrosynthesis dataset with 1.9M reactions from patents (1976-2016). The task is: Predict the reactants needed to synthesize the given product. (1) Given the product [C:10]1([C:1]2[CH:6]=[CH:5][CH:4]=[C:3]([C:17]3[CH:22]=[CH:21][C:20](/[C:23](/[CH3:30])=[CH:24]/[C:25]([O:27][CH2:28][CH3:29])=[O:26])=[CH:19][CH:18]=3)[CH:2]=2)[CH:15]=[CH:14][CH:13]=[CH:12][CH:11]=1, predict the reactants needed to synthesize it. The reactants are: [C:1]1([C:10]2[CH:15]=[CH:14][CH:13]=[CH:12][CH:11]=2)[CH:6]=[CH:5][CH:4]=[C:3](B(O)O)[CH:2]=1.Br[C:17]1[CH:22]=[CH:21][C:20](/[C:23](/[CH3:30])=[CH:24]/[C:25]([O:27][CH2:28][CH3:29])=[O:26])=[CH:19][CH:18]=1. (2) Given the product [Br:22][C:23]1[CH:28]=[CH:27][C:26]([O:29][CH2:6][CH:5]2[CH2:11][CH2:10]2)=[C:25]([F:30])[CH:24]=1, predict the reactants needed to synthesize it. The reactants are: ICC.Br[CH:5]([CH2:10][CH3:11])[C:6](OC)=O.BrC1C=C(Cl)C(O)=C(Cl)C=1.[Br:22][C:23]1[CH:28]=[CH:27][C:26]([OH:29])=[C:25]([F:30])[CH:24]=1. (3) Given the product [C:17]([C:15]1[CH:14]=[C:6]([C:7]([N:9]([CH3:13])[CH2:10][CH2:11][CH3:12])=[O:8])[CH:5]=[C:4]([CH:16]=1)[C:3]([OH:25])=[O:2])(=[O:24])[C:18]1[CH:19]=[CH:20][CH:21]=[CH:22][CH:23]=1, predict the reactants needed to synthesize it. The reactants are: C[O:2][C:3](=[O:25])[C:4]1[CH:16]=[C:15]([C:17](=[O:24])[C:18]2[CH:23]=[CH:22][CH:21]=[CH:20][CH:19]=2)[CH:14]=[C:6]([C:7]([N:9]([CH3:13])[CH2:10][CH2:11][CH3:12])=[O:8])[CH:5]=1.[OH-].[Li+].Cl. (4) Given the product [CH2:19]([C:23]1[CH:24]=[CH:25][C:26]([C:27]([N:1]=[C:2]2[N:6]([CH:7]([CH2:13][CH3:14])[C:8]([OH:10])=[O:9])[C:5]3[CH:15]=[CH:16][CH:17]=[CH:18][C:4]=3[S:3]2)=[O:28])=[CH:30][CH:31]=1)[CH2:20][CH2:21][CH3:22], predict the reactants needed to synthesize it. The reactants are: [NH:1]=[C:2]1[N:6]([CH:7]([CH2:13][CH3:14])[C:8]([O:10]CC)=[O:9])[C:5]2[CH:15]=[CH:16][CH:17]=[CH:18][C:4]=2[S:3]1.[CH2:19]([C:23]1[CH:31]=[CH:30][C:26]([C:27](Cl)=[O:28])=[CH:25][CH:24]=1)[CH2:20][CH2:21][CH3:22].N=C1N(C(C)C(OCC)=O)C2C=CC=CC=2S1.FC1C=C(C=CC=1)C(Cl)=O. (5) Given the product [C:1]([O:5][C:6]([N:8]1[CH2:13][CH2:12][CH:11]([NH:14][CH2:21][C:20]2[CH:23]=[CH:24][C:17]([O:16][CH3:15])=[C:18]([N+:25]([O-:27])=[O:26])[CH:19]=2)[CH2:10][CH2:9]1)=[O:7])([CH3:4])([CH3:2])[CH3:3], predict the reactants needed to synthesize it. The reactants are: [C:1]([O:5][C:6]([N:8]1[CH2:13][CH2:12][CH:11]([NH2:14])[CH2:10][CH2:9]1)=[O:7])([CH3:4])([CH3:3])[CH3:2].[CH3:15][O:16][C:17]1[CH:24]=[CH:23][C:20]([CH:21]=O)=[CH:19][C:18]=1[N+:25]([O-:27])=[O:26].[BH4-].[Na+].C(O)(=O)C. (6) Given the product [CH3:1][CH:2]([CH3:6])[C:3]([N:10]1[CH2:11][CH2:12][N:7]([C:13]([N:15]2[CH2:20][CH2:19][N:18]([C:21]3[CH:22]=[CH:23][C:24]([O:27][CH2:28][CH2:29][CH2:30][N:31]4[CH2:32][CH2:33][CH2:34][CH2:35][CH2:36]4)=[CH:25][CH:26]=3)[CH2:17][CH2:16]2)=[O:14])[CH2:8][CH2:9]1)=[O:4], predict the reactants needed to synthesize it. The reactants are: [CH3:1][CH:2]([CH3:6])[C:3](Cl)=[O:4].[N:7]1([C:13]([N:15]2[CH2:20][CH2:19][N:18]([C:21]3[CH:26]=[CH:25][C:24]([O:27][CH2:28][CH2:29][CH2:30][N:31]4[CH2:36][CH2:35][CH2:34][CH2:33][CH2:32]4)=[CH:23][CH:22]=3)[CH2:17][CH2:16]2)=[O:14])[CH2:12][CH2:11][NH:10][CH2:9][CH2:8]1.C(N(CC)CC)C.